Regression. Given a peptide amino acid sequence and an MHC pseudo amino acid sequence, predict their binding affinity value. This is MHC class II binding data. From a dataset of Peptide-MHC class II binding affinity with 134,281 pairs from IEDB. (1) The peptide sequence is AFKVVATAANAAPAN. The MHC is DRB1_1001 with pseudo-sequence DRB1_1001. The binding affinity (normalized) is 0.808. (2) The peptide sequence is DSEEPLQGPFNFRFL. The MHC is DRB1_0401 with pseudo-sequence DRB1_0401. The binding affinity (normalized) is 0.346.